Dataset: Full USPTO retrosynthesis dataset with 1.9M reactions from patents (1976-2016). Task: Predict the reactants needed to synthesize the given product. (1) Given the product [Cl:17][C:16]1[CH:15]=[CH:14][C:13]([NH:18][C:19]([C:21]2[O:22][CH:23]=[CH:24][CH:25]=2)=[O:20])=[CH:12][C:11]=1[C:9]1[O:10][C:4]2[C:5]([N:8]=1)=[N:6][CH:7]=[C:2]([NH:1][C:34](=[O:35])[O:36][CH:37]([CH3:39])[CH3:38])[CH:3]=2, predict the reactants needed to synthesize it. The reactants are: [NH2:1][C:2]1[CH:3]=[C:4]2[O:10][C:9]([C:11]3[CH:12]=[C:13]([NH:18][C:19]([C:21]4[O:22][CH:23]=[CH:24][CH:25]=4)=[O:20])[CH:14]=[CH:15][C:16]=3[Cl:17])=[N:8][C:5]2=[N:6][CH:7]=1.C(N(CC)CC)C.Cl[C:34]([O:36][CH:37]([CH3:39])[CH3:38])=[O:35]. (2) Given the product [NH2:10][C:9]1[CH:11]=[CH:12][C:6]([Cl:5])=[CH:7][C:8]=1[C:16]([C:15]1[CH:18]=[C:19]([Cl:22])[CH:20]=[CH:21][C:14]=1[Cl:13])=[O:30], predict the reactants needed to synthesize it. The reactants are: ClB(Cl)Cl.[Cl:5][C:6]1[CH:12]=[CH:11][C:9]([NH2:10])=[CH:8][CH:7]=1.[Cl:13][C:14]1[CH:21]=[CH:20][C:19]([Cl:22])=[CH:18][C:15]=1[C:16]#N.[Cl-].[Cl-].[Cl-].[Ga+3].Cl.C(OCC)(=[O:30])C. (3) Given the product [C:1]([O:5][C:6]([N:8]1[CH2:13][CH2:12][N:11]2[C:14]([C:17]([F:18])([F:19])[F:20])=[N:15][N:16]=[C:10]2[CH:9]1[CH3:21])=[O:7])([CH3:4])([CH3:2])[CH3:3], predict the reactants needed to synthesize it. The reactants are: [C:1]([O:5][C:6]([N:8]1[CH2:13][CH2:12][N:11]2[C:14]([C:17]([F:20])([F:19])[F:18])=[N:15][N:16]=[C:10]2[CH2:9]1)=[O:7])([CH3:4])([CH3:3])[CH3:2].[CH3:21]I. (4) Given the product [CH3:16][O:15][C:11](=[O:14])/[CH:12]=[CH:13]/[C:2]1[CH:7]=[CH:6][CH:5]=[C:4]([CH:8]([CH3:10])[CH3:9])[CH:3]=1, predict the reactants needed to synthesize it. The reactants are: Br[C:2]1[CH:7]=[CH:6][CH:5]=[C:4]([CH:8]([CH3:10])[CH3:9])[CH:3]=1.[C:11]([O:15][CH3:16])(=[O:14])[CH:12]=[CH2:13].C(N(CC)CC)C.C1(C)C=CC=CC=1P(C1C=CC=CC=1C)C1C=CC=CC=1C. (5) Given the product [CH3:3][O:4][C:5]1[CH:20]=[CH:19][C:8]([CH2:9][N:10]2[C@@H:15]([CH3:18])[CH2:16][O:17][CH2:12][C:11]2=[O:14])=[CH:7][CH:6]=1, predict the reactants needed to synthesize it. The reactants are: [H-].[Na+].[CH3:3][O:4][C:5]1[CH:20]=[CH:19][C:8]([CH2:9][N:10]([CH:15]([CH3:18])[CH2:16][OH:17])[C:11](=[O:14])[CH2:12]Br)=[CH:7][CH:6]=1. (6) Given the product [CH:1]1([NH:4][C:5](=[O:6])[C:7]2[CH:8]=[CH:9][C:10]([CH3:38])=[C:11]([C:13]3[CH:14]=[C:15]4[C:20](=[CH:21][CH:22]=3)[C:19](=[O:23])[N:18]([CH2:24][CH:25]3[CH2:30][CH2:29][NH:28][CH2:27][CH2:26]3)[CH:17]=[CH:16]4)[CH:12]=2)[CH2:2][CH2:3]1, predict the reactants needed to synthesize it. The reactants are: [CH:1]1([NH:4][C:5]([C:7]2[CH:8]=[CH:9][C:10]([CH3:38])=[C:11]([C:13]3[CH:14]=[C:15]4[C:20](=[CH:21][CH:22]=3)[C:19](=[O:23])[N:18]([CH2:24][CH:25]3[CH2:30][CH2:29][N:28](C(OC(C)(C)C)=O)[CH2:27][CH2:26]3)[CH:17]=[CH:16]4)[CH:12]=2)=[O:6])[CH2:3][CH2:2]1.Cl.